Dataset: Catalyst prediction with 721,799 reactions and 888 catalyst types from USPTO. Task: Predict which catalyst facilitates the given reaction. (1) Reactant: [F:1][C:2]1[CH:3]=[C:4]([C:12]2[C:13]([NH2:24])=[CH:14][C:15]([N:18]3[CH2:23][CH2:22][O:21][CH2:20][CH2:19]3)=[N:16][CH:17]=2)[CH:5]=[CH:6][C:7]=1[O:8][CH:9]([CH3:11])[CH3:10].Cl[C:26]1[C:35]2[C:30](=[CH:31][C:32]([F:37])=[CH:33][C:34]=2[F:36])[N:29]=[C:28]([C:38]2[CH:43]=[C:42]([CH3:44])[CH:41]=[CH:40][N:39]=2)[C:27]=1[CH3:45].C1(P(C2CCCCC2)C2C=CC=CC=2C2C(C(C)C)=CC(C(C)C)=CC=2C(C)C)CCCCC1.CC(C)([O-])C.[Na+]. Product: [F:36][C:34]1[CH:33]=[C:32]([F:37])[CH:31]=[C:30]2[C:35]=1[C:26]([NH:24][C:13]1[C:12]([C:4]3[CH:5]=[CH:6][C:7]([O:8][CH:9]([CH3:11])[CH3:10])=[C:2]([F:1])[CH:3]=3)=[CH:17][N:16]=[C:15]([N:18]3[CH2:19][CH2:20][O:21][CH2:22][CH2:23]3)[CH:14]=1)=[C:27]([CH3:45])[C:28]([C:38]1[CH:43]=[C:42]([CH3:44])[CH:41]=[CH:40][N:39]=1)=[N:29]2. The catalyst class is: 491. (2) Reactant: [NH2:1][C@@H:2]([C:5]1[CH:10]=[C:9]([Cl:11])[CH:8]=[C:7]([Br:12])[CH:6]=1)[CH2:3][OH:4].[C:13](O[C:13]([O:15][C:16]([CH3:19])([CH3:18])[CH3:17])=[O:14])([O:15][C:16]([CH3:19])([CH3:18])[CH3:17])=[O:14].C(N(CC)CC)C. Product: [Br:12][C:7]1[CH:6]=[C:5]([C@H:2]([NH:1][C:13](=[O:14])[O:15][C:16]([CH3:19])([CH3:18])[CH3:17])[CH2:3][OH:4])[CH:10]=[C:9]([Cl:11])[CH:8]=1. The catalyst class is: 4. (3) Reactant: [C:1]([CH2:4][N:5]([CH2:10][CH2:11][N:12]([CH2:26][C:27]([OH:29])=[O:28])[CH2:13][CH2:14][N:15]([CH2:20][C:21]([O:23][CH2:24][CH3:25])=[O:22])[CH2:16][C:17]([OH:19])=[O:18])[CH2:6][C:7]([OH:9])=O)([OH:3])=[O:2].N1C=CC=CC=1. Product: [O:9]=[C:7]1[CH2:6][N:5]([CH2:10][CH2:11][N:12]([CH2:13][CH2:14][N:15]([CH2:20][C:21]([O:23][CH2:24][CH3:25])=[O:22])[CH2:16][C:17]([OH:19])=[O:18])[CH2:26][C:27]([OH:29])=[O:28])[CH2:4][C:1](=[O:2])[O:3]1. The catalyst class is: 152. (4) Reactant: [CH3:1][N:2]1[C:10]2[C:5](=[C:6]([N+:11]([O-])=O)[CH:7]=[CH:8][CH:9]=2)[CH2:4][C:3]1=[O:14].[H][H]. The catalyst class is: 29. Product: [NH2:11][C:6]1[CH:7]=[CH:8][CH:9]=[C:10]2[C:5]=1[CH2:4][C:3](=[O:14])[N:2]2[CH3:1]. (5) Reactant: [CH3:1][CH:2]1[CH2:7][CH2:6][N:5]([C:8]([C:10]2[CH:18]=[CH:17][C:16]3[N:15]([CH2:19][CH:20]4[CH2:25][CH2:24][O:23][CH2:22][CH2:21]4)[C:14]4[CH2:26][CH2:27][N:28](C(OC(C)(C)C)=O)[CH2:29][C:13]=4[C:12]=3[CH:11]=2)=[O:9])[CH2:4][CH2:3]1.C(O)(C(F)(F)F)=O. Product: [CH3:1][CH:2]1[CH2:7][CH2:6][N:5]([C:8]([C:10]2[CH:18]=[CH:17][C:16]3[N:15]([CH2:19][CH:20]4[CH2:21][CH2:22][O:23][CH2:24][CH2:25]4)[C:14]4[CH2:26][CH2:27][NH:28][CH2:29][C:13]=4[C:12]=3[CH:11]=2)=[O:9])[CH2:4][CH2:3]1. The catalyst class is: 4. (6) Reactant: [Cl:1][C:2]1[CH:3]=[C:4](B2OC(C)(C)C(C)(C)O2)[CH:5]=[CH:6][C:7]=1[O:8][CH:9]([CH3:11])[CH3:10].[Br:21][C:22]1[CH:23]=[N:24][C:25](I)=[N:26][CH:27]=1.C([O-])([O-])=O.[Na+].[Na+]. Product: [Br:21][C:22]1[CH:23]=[N:24][C:25]([C:4]2[CH:5]=[CH:6][C:7]([O:8][CH:9]([CH3:10])[CH3:11])=[C:2]([Cl:1])[CH:3]=2)=[N:26][CH:27]=1. The catalyst class is: 622. (7) Reactant: [CH3:1][O:2][C:3](=[O:43])[CH2:4][C:5]1[CH:10]=[CH:9][CH:8]=[CH:7][C:6]=1[C:11]#[C:12][C:13]1[C:18]([C:19]([F:22])([F:21])[F:20])=[CH:17][N:16]=[C:15]([NH:23][C:24]2[CH:29]=[CH:28][C:27]([N:30]3[CH2:35][CH2:34][N:33]([C:36]([O:38][C:39]([CH3:42])([CH3:41])[CH3:40])=[O:37])[CH2:32][CH2:31]3)=[CH:26][CH:25]=2)[N:14]=1.C(O)C.[H][H]. The catalyst class is: 99. Product: [CH3:1][O:2][C:3](=[O:43])[CH2:4][C:5]1[CH:10]=[CH:9][CH:8]=[CH:7][C:6]=1[CH2:11][CH2:12][C:13]1[C:18]([C:19]([F:21])([F:22])[F:20])=[CH:17][N:16]=[C:15]([NH:23][C:24]2[CH:25]=[CH:26][C:27]([N:30]3[CH2:35][CH2:34][N:33]([C:36]([O:38][C:39]([CH3:41])([CH3:42])[CH3:40])=[O:37])[CH2:32][CH2:31]3)=[CH:28][CH:29]=2)[N:14]=1. (8) Reactant: C[O:2][C:3](=O)[C:4]1[CH:9]=[C:8]([F:10])[C:7]([N+:11]([O-:13])=[O:12])=[C:6]([C:14]([F:17])([F:16])[CH3:15])[CH:5]=1.CC(C[AlH]CC(C)C)C.CCCCCC.C(C(C(C([O-])=O)O)O)([O-])=O.[Na+].[K+]. Product: [F:17][C:14]([C:6]1[CH:5]=[C:4]([CH2:3][OH:2])[CH:9]=[C:8]([F:10])[C:7]=1[N+:11]([O-:13])=[O:12])([F:16])[CH3:15]. The catalyst class is: 20.